Dataset: Full USPTO retrosynthesis dataset with 1.9M reactions from patents (1976-2016). Task: Predict the reactants needed to synthesize the given product. (1) Given the product [F:9][C:8]([F:11])([F:10])[C:5]1[CH:6]=[CH:7][C:2]([C:17]2[CH:18]=[CH:19][C:14]([CH:12]=[O:13])=[CH:15][CH:16]=2)=[CH:3][CH:4]=1, predict the reactants needed to synthesize it. The reactants are: Br[C:2]1[CH:7]=[CH:6][C:5]([C:8]([F:11])([F:10])[F:9])=[CH:4][CH:3]=1.[CH:12]([C:14]1[CH:19]=[CH:18][C:17](B(O)O)=[CH:16][CH:15]=1)=[O:13].C(=O)([O-])[O-].[K+].[K+].O1CCCC1. (2) Given the product [ClH:20].[Br:12][C:13]1[C:14]([Cl:20])=[C:15]([O:11][CH:10]2[CH2:9][NH:8][CH2:7][CH2:6][C:5]3[S:1][CH:2]=[CH:3][C:4]2=3)[CH:16]=[CH:17][CH:18]=1, predict the reactants needed to synthesize it. The reactants are: [S:1]1[C:5]2[CH2:6][CH2:7][NH:8][CH2:9][CH:10]([OH:11])[C:4]=2[CH:3]=[CH:2]1.[Br:12][C:13]1[C:14]([Cl:20])=[C:15](F)[CH:16]=[CH:17][CH:18]=1. (3) Given the product [CH2:1]([O:3][CH:4]([O:10][CH2:11][CH3:12])[C:5]([OH:7])=[O:6])[CH3:2], predict the reactants needed to synthesize it. The reactants are: [CH2:1]([O:3][CH:4]([O:10][CH2:11][CH3:12])[C:5]([O:7]CC)=[O:6])[CH3:2].[OH-].[Na+]. (4) Given the product [CH3:20][C:18]1[N:19]=[C:15]([NH:14][C:2](=[O:3])[O:4][C:5]2[CH:10]=[CH:9][C:8]([N+:11]([O-:13])=[O:12])=[CH:7][CH:6]=2)[S:16][CH:17]=1, predict the reactants needed to synthesize it. The reactants are: Cl[C:2]([O:4][C:5]1[CH:10]=[CH:9][C:8]([N+:11]([O-:13])=[O:12])=[CH:7][CH:6]=1)=[O:3].[NH2:14][C:15]1[S:16][CH:17]=[C:18]([CH3:20])[N:19]=1.N1C=CC=CC=1.O. (5) Given the product [CH3:1][O:2][C:3]1[CH:4]=[CH:5][C:6]([N:9]2[C:13]([C:14]3[CH:19]=[CH:18][C:17]([O:20][CH3:21])=[CH:16][CH:15]=3)=[N:12][C:11]([S:22][CH3:26])=[N:10]2)=[CH:7][CH:8]=1, predict the reactants needed to synthesize it. The reactants are: [CH3:1][O:2][C:3]1[CH:8]=[CH:7][C:6]([N:9]2[C:13]([C:14]3[CH:19]=[CH:18][C:17]([O:20][CH3:21])=[CH:16][CH:15]=3)=[N:12][C:11]([SH:22])=[N:10]2)=[CH:5][CH:4]=1.IC.Cl[CH2:26]Cl.O. (6) Given the product [CH3:1][N:2]1[CH2:15][CH2:14][C:5]2[N:6]([CH2:19][C:20]([C:22]3[CH:27]=[CH:26][CH:25]=[CH:24][CH:23]=3)=[O:21])[C:7]3[CH:8]=[CH:9][C:10]([CH3:13])=[CH:11][C:12]=3[C:4]=2[CH2:3]1, predict the reactants needed to synthesize it. The reactants are: [CH3:1][N:2]1[CH2:15][CH2:14][C:5]2[NH:6][C:7]3[CH:8]=[CH:9][C:10]([CH3:13])=[CH:11][C:12]=3[C:4]=2[CH2:3]1.[OH-].[K+].Br[CH2:19][C:20]([C:22]1[CH:27]=[CH:26][CH:25]=[CH:24][CH:23]=1)=[O:21].